This data is from Reaction yield outcomes from USPTO patents with 853,638 reactions. The task is: Predict the reaction yield, written as a fraction of the theoretical maximum amount of product (1.0 means a 100% yield; for example, 0.34 means a 34% yield). (1) The reactants are C(OC([NH:8][C@H:9]([C:11]([NH:13][CH:14]1[N:20]=[C:19]([C:21]2[CH:26]=[CH:25][CH:24]=[CH:23][N:22]=2)[C:18]2[CH:27]=[CH:28][CH:29]=[CH:30][C:17]=2[N:16]([CH3:31])[C:15]1=[O:32])=[O:12])[CH3:10])=O)(C)(C)C.C(O)(C(F)(F)F)=O. The catalyst is C(Cl)Cl. The product is [NH2:8][C@H:9]([C:11]([NH:13][CH:14]1[N:20]=[C:19]([C:21]2[CH:26]=[CH:25][CH:24]=[CH:23][N:22]=2)[C:18]2[CH:27]=[CH:28][CH:29]=[CH:30][C:17]=2[N:16]([CH3:31])[C:15]1=[O:32])=[O:12])[CH3:10]. The yield is 0.660. (2) The product is [CH2:1]([O:3][C:4](=[O:25])[C:5]([CH3:24])([O:17][C:18]1[CH:23]=[CH:22][CH:21]=[CH:20][CH:19]=1)[CH2:6][C:7]1[CH:12]=[CH:11][C:10]([OH:13])=[C:9]([CH2:33][CH:28]=[CH2:29])[CH:8]=1)[CH3:2]. No catalyst specified. The reactants are [CH2:1]([O:3][C:4](=[O:25])[C:5]([CH3:24])([O:17][C:18]1[CH:23]=[CH:22][CH:21]=[CH:20][CH:19]=1)[CH2:6][C:7]1[CH:12]=[CH:11][C:10]([O:13]CC=C)=[CH:9][CH:8]=1)[CH3:2].CN(C)[C:28]1[CH:33]=CC=C[CH:29]=1. The yield is 0.720.